From a dataset of Peptide-MHC class I binding affinity with 185,985 pairs from IEDB/IMGT. Regression. Given a peptide amino acid sequence and an MHC pseudo amino acid sequence, predict their binding affinity value. This is MHC class I binding data. (1) The peptide sequence is TSLNFYRL. The MHC is H-2-Db with pseudo-sequence H-2-Db. The binding affinity (normalized) is 0.193. (2) The peptide sequence is TSTVEEQIQW. The MHC is HLA-A02:06 with pseudo-sequence HLA-A02:06. The binding affinity (normalized) is 0. (3) The binding affinity (normalized) is 0.0847. The peptide sequence is ELDEIGEDV. The MHC is HLA-A26:01 with pseudo-sequence HLA-A26:01. (4) The peptide sequence is LNRPDIGLY. The binding affinity (normalized) is 0.471. The MHC is HLA-A29:02 with pseudo-sequence HLA-A29:02. (5) The peptide sequence is SITPNNLNKI. The MHC is HLA-A02:06 with pseudo-sequence HLA-A02:06. The binding affinity (normalized) is 0. (6) The peptide sequence is GQFLSFASL. The MHC is HLA-B51:01 with pseudo-sequence HLA-B51:01. The binding affinity (normalized) is 0.0847. (7) The peptide sequence is MVRVLTVIKEY. The MHC is HLA-A29:02 with pseudo-sequence HLA-A29:02. The binding affinity (normalized) is 0.842. (8) The peptide sequence is ITSKSRQVL. The MHC is HLA-B07:02 with pseudo-sequence HLA-B07:02. The binding affinity (normalized) is 0.649.